Dataset: NCI-60 drug combinations with 297,098 pairs across 59 cell lines. Task: Regression. Given two drug SMILES strings and cell line genomic features, predict the synergy score measuring deviation from expected non-interaction effect. (1) Cell line: KM12. Synergy scores: CSS=21.6, Synergy_ZIP=-7.35, Synergy_Bliss=-0.559, Synergy_Loewe=-3.84, Synergy_HSA=-1.72. Drug 2: C1C(C(OC1N2C=NC3=C2NC=NCC3O)CO)O. Drug 1: C1CCC(C(C1)N)N.C(=O)(C(=O)[O-])[O-].[Pt+4]. (2) Drug 1: CCN(CC)CCNC(=O)C1=C(NC(=C1C)C=C2C3=C(C=CC(=C3)F)NC2=O)C. Drug 2: C1CC(=O)NC(=O)C1N2C(=O)C3=CC=CC=C3C2=O. Cell line: DU-145. Synergy scores: CSS=-1.19, Synergy_ZIP=-0.845, Synergy_Bliss=-3.52, Synergy_Loewe=-0.660, Synergy_HSA=-3.11.